Dataset: Catalyst prediction with 721,799 reactions and 888 catalyst types from USPTO. Task: Predict which catalyst facilitates the given reaction. (1) Reactant: Cl.[CH2:2]([O:8][C:9]1[CH:14]=[CH:13][C:12]2[C:15]3([CH2:21][O:22][C:11]=2[CH:10]=1)[CH2:20][CH2:19][NH:18][CH2:17][CH2:16]3)[CH2:3][CH2:4][CH2:5][CH2:6][CH3:7].[C:23]([O:27][C:28](=[O:33])[CH2:29][CH2:30][CH2:31]Br)([CH3:26])([CH3:25])[CH3:24].[C:34]([O-])([O-])=O.[K+].[K+]. Product: [CH2:2]([O:8][C:9]1[CH:14]=[CH:13][C:12]2[C:15]3([CH2:21][O:22][C:11]=2[CH:10]=1)[CH2:16][CH2:17][N:18]([CH2:31][CH2:30][CH2:29][C:28]([O:27][C:23]([CH3:26])([CH3:25])[CH3:24])=[O:33])[CH2:19][CH2:20]3)[CH2:3][CH2:4][CH2:5][CH2:6][CH2:7][CH3:34]. The catalyst class is: 23. (2) Reactant: [H-].[Na+].[C:3]1([N:9]2[C:21]3[CH:20]=[CH:19][C:18]([C:22]4[CH:23]=[CH:24][C:25]5[NH:26][C:27]6[C:32]([C:33]=5[CH:34]=4)=[CH:31][CH:30]=[CH:29][CH:28]=6)=[CH:17][C:16]=3[C:15]3[C:10]2=[CH:11][CH:12]=[CH:13][CH:14]=3)[CH:8]=[CH:7][CH:6]=[CH:5][CH:4]=1.Cl[C:36]1[N:41]=[C:40]([C:42]2[CH:47]=[CH:46][CH:45]=[CH:44][CH:43]=2)[N:39]=[C:38]([C:48]2[CH:53]=[CH:52][CH:51]=[CH:50][CH:49]=2)[N:37]=1.O. Product: [C:48]1([C:38]2[N:39]=[C:40]([C:42]3[CH:43]=[CH:44][CH:45]=[CH:46][CH:47]=3)[N:41]=[C:36]([N:26]3[C:25]4[CH:24]=[CH:23][C:22]([C:18]5[CH:19]=[CH:20][C:21]6[N:9]([C:3]7[CH:8]=[CH:7][CH:6]=[CH:5][CH:4]=7)[C:10]7[C:15]([C:16]=6[CH:17]=5)=[CH:14][CH:13]=[CH:12][CH:11]=7)=[CH:34][C:33]=4[C:32]4[C:27]3=[CH:28][CH:29]=[CH:30][CH:31]=4)[N:37]=2)[CH:53]=[CH:52][CH:51]=[CH:50][CH:49]=1. The catalyst class is: 3. (3) Reactant: [N:1]([N:3]1[CH2:8][CH2:7][S:6][C:5]2[CH:9]=[CH:10][CH:11]=[CH:12][C:4]1=2)=O.[H-].[H-].[H-].[H-].[Li+].[Al+3]. Product: [S:6]1[CH2:7][CH2:8][N:3]([NH2:1])[C:4]2[CH:12]=[CH:11][CH:10]=[CH:9][C:5]1=2. The catalyst class is: 1. (4) Product: [NH:6]1[C:14]2[C:9](=[CH:10][C:11]([C:15](=[O:38])[CH2:16][CH2:17][CH2:18][CH2:19][N:20]([CH2:28][CH2:29][C:30]3[CH:35]=[CH:34][CH:33]=[CH:32][C:31]=3[O:36][CH3:37])[C:21](=[O:27])[O:22][C:23]([CH3:26])([CH3:25])[CH3:24])=[CH:12][CH:13]=2)[CH2:8][CH2:7]1. The catalyst class is: 5. Reactant: [OH-].[K+].C([N:6]1[C:14]2[C:9](=[CH:10][C:11]([C:15](=[O:38])[CH2:16][CH2:17][CH2:18][CH2:19][N:20]([CH2:28][CH2:29][C:30]3[CH:35]=[CH:34][CH:33]=[CH:32][C:31]=3[O:36][CH3:37])[C:21](=[O:27])[O:22][C:23]([CH3:26])([CH3:25])[CH3:24])=[CH:12][CH:13]=2)[CH2:8][CH2:7]1)(=O)C. (5) Reactant: [CH2:1]([NH:3][C:4]1[CH:9]=[CH:8][C:7]([CH2:10][CH3:11])=[CH:6][CH:5]=1)[CH3:2].[Br:12][CH2:13][C:14]([OH:16])=O.C(Cl)CCl. Product: [Br:12][CH2:13][C:14]([N:3]([CH2:1][CH3:2])[C:4]1[CH:9]=[CH:8][C:7]([CH2:10][CH3:11])=[CH:6][CH:5]=1)=[O:16]. The catalyst class is: 143. (6) Reactant: C[O:2][C:3]([C:5]1[CH:6]=[C:7]([C:16]2[CH:21]=[CH:20][C:19]([CH3:22])=[CH:18][C:17]=2[F:23])[CH:8]=[C:9]([C:11]2[S:15][CH:14]=[N:13][CH:12]=2)[CH:10]=1)=[O:4].O[Li].O. Product: [F:23][C:17]1[CH:18]=[C:19]([CH3:22])[CH:20]=[CH:21][C:16]=1[C:7]1[CH:8]=[C:9]([C:11]2[S:15][CH:14]=[N:13][CH:12]=2)[CH:10]=[C:5]([C:3]([OH:4])=[O:2])[CH:6]=1. The catalyst class is: 20. (7) Reactant: CCOC(C)=O.[NH2:7][C:8]1[CH:9]=[CH:10][C:11]([O:14][C:15]2[CH:20]=[CH:19][C:18](CNC(=O)OC(C)(C)C)=[CH:17][CH:16]=2)=[N:12][CH:13]=1.[CH2:30]([N:32](CC)CC)C.[F:37][C:38]1[C:46]([F:47])=[C:45]([F:48])[CH:44]=[CH:43][C:39]=1[C:40](Cl)=[O:41]. Product: [F:37][C:38]1[C:46]([F:47])=[C:45]([F:48])[CH:44]=[CH:43][C:39]=1[C:40]([NH:7][C:8]1[CH:13]=[N:12][C:11]([O:14][C:15]2[CH:16]=[CH:17][C:18]([NH:32][CH3:30])=[CH:19][CH:20]=2)=[CH:10][CH:9]=1)=[O:41]. The catalyst class is: 6. (8) Reactant: [CH3:1][CH:2]([CH2:4][N:5]([S:29]([C:32]1[CH:33]=[CH:34][C:35]([NH2:38])=[CH:36][CH:37]=1)(=[O:31])=[O:30])[CH2:6][C@@H:7]([OH:28])[C@@H:8]([NH:16][C:17]([O:19][C@@H:20]1[C@@H:24]2[CH2:25][CH2:26][O:27][C@@H:23]2[O:22][CH2:21]1)=[O:18])[CH2:9][C:10]1[CH:11]=[CH:12][CH:13]=[CH:14][CH:15]=1)[CH3:3].C([O-])(C)C. Product: [CH3:3][CH:2]([CH2:4][N:5]([S:29]([C:32]1[CH:37]=[CH:36][C:35]([NH2:38])=[CH:34][CH:33]=1)(=[O:31])=[O:30])[CH2:6][C@@H:7]([OH:28])[C@@H:8]([NH:16][C:17]([O:19][C@@H:20]1[C@@H:24]2[CH2:25][CH2:26][O:27][C@@H:23]2[O:22][CH2:21]1)=[O:18])[CH2:9][C:10]1[CH:15]=[CH:14][CH:13]=[CH:12][CH:11]=1)[CH3:1]. The catalyst class is: 24. (9) Reactant: [C:1]([N:8]1[CH2:12][C@@H:11]([N:13]([CH:20]2[CH2:25][CH2:24][C:23]([CH3:27])([CH3:26])[CH2:22][CH2:21]2)[C:14](=[O:19])[C:15]([CH3:18])([CH3:17])[CH3:16])[CH2:10][C@@:9]1(C)[C:28]([O-])=[O:29])([O:3][C:4]([CH3:7])([CH3:6])[CH3:5])=[O:2]. Product: [C:1]([N:8]1[CH2:12][C@@H:11]([N:13]([CH:20]2[CH2:25][CH2:24][C:23]([CH3:27])([CH3:26])[CH2:22][CH2:21]2)[C:14](=[O:19])[C:15]([CH3:17])([CH3:18])[CH3:16])[CH2:10][C@H:9]1[CH2:28][OH:29])([O:3][C:4]([CH3:5])([CH3:6])[CH3:7])=[O:2]. The catalyst class is: 1.